Dataset: Forward reaction prediction with 1.9M reactions from USPTO patents (1976-2016). Task: Predict the product of the given reaction. (1) Given the reactants [Cl:1][C:2]1[CH:10]=[CH:9][CH:8]=[CH:7][C:3]=1[C:4](O)=O.[C:11](Cl)([C:13](Cl)=O)=O.CC[N:19]([CH2:22][CH3:23])CC.[C:24](O[Na])([CH3:26])=O.[CH3:29][N:30](C=O)C, predict the reaction product. The product is: [Cl:1][C:2]1[CH:10]=[CH:9][CH:8]=[CH:7][C:3]=1[C:4]1[NH:19][C:22]2[CH:23]=[CH:24][CH:26]=[C:11]([CH3:13])[C:29]=2[N:30]=1. (2) The product is: [Cl:1][C:2]1[CH:3]=[C:4]2[C:8](=[CH:9][CH:10]=1)[N:7]([CH2:18][CH2:17][S:14]([CH3:13])(=[O:16])=[O:15])[C:6]([CH2:11][OH:12])=[CH:5]2. Given the reactants [Cl:1][C:2]1[CH:3]=[C:4]2[C:8](=[CH:9][CH:10]=1)[NH:7][C:6]([CH2:11][OH:12])=[CH:5]2.[CH3:13][S:14]([CH:17]=[CH2:18])(=[O:16])=[O:15], predict the reaction product.